This data is from Forward reaction prediction with 1.9M reactions from USPTO patents (1976-2016). The task is: Predict the product of the given reaction. (1) Given the reactants [C:1](Cl)(Cl)=[O:2].[CH3:5][C:6]1([CH3:13])[C@H:11]([OH:12])[C:9](=[O:10])[O:8][CH2:7]1.N1C2C(=CC=CC=2)C=CC=1.C(N(CC)CC)C.[NH2:31][C@@H:32]([CH2:46][CH2:47][CH2:48][CH3:49])[CH:33]([OH:45])[C:34]([NH:36][C@@H:37]([C:39]1[CH:44]=[CH:43][CH:42]=[CH:41][CH:40]=1)[CH3:38])=[O:35], predict the reaction product. The product is: [OH:45][CH:33]([C@@H:32]([NH:31][C:1](=[O:2])[O:12][C@H:11]1[C:6]([CH3:13])([CH3:5])[CH2:7][O:8][C:9]1=[O:10])[CH2:46][CH2:47][CH2:48][CH3:49])[C:34](=[O:35])[NH:36][C@@H:37]([C:39]1[CH:44]=[CH:43][CH:42]=[CH:41][CH:40]=1)[CH3:38]. (2) Given the reactants [CH2:1]([C:3]1[N:7]([C:8]2[C:16]3[O:15][CH2:14][C@@H:13]([N:17](C(=O)C(F)(F)F)[C:18]4[CH:31]=[CH:30][C:21]5[C@H:22]([CH2:25][C:26]([O:28]C)=[O:27])[CH2:23][O:24][C:20]=5[CH:19]=4)[C:12]=3[CH:11]=[CH:10][CH:9]=2)[C:6]2[CH:38]=[C:39]([F:42])[CH:40]=[CH:41][C:5]=2[N:4]=1)[CH3:2].[OH-].[Na+].Cl, predict the reaction product. The product is: [CH2:1]([C:3]1[N:7]([C:8]2[C:16]3[O:15][CH2:14][C@@H:13]([NH:17][C:18]4[CH:31]=[CH:30][C:21]5[C@H:22]([CH2:25][C:26]([OH:28])=[O:27])[CH2:23][O:24][C:20]=5[CH:19]=4)[C:12]=3[CH:11]=[CH:10][CH:9]=2)[C:6]2[CH:38]=[C:39]([F:42])[CH:40]=[CH:41][C:5]=2[N:4]=1)[CH3:2]. (3) Given the reactants [O:1]1[CH2:6][CH2:5][C:4](=O)[CH2:3][CH2:2]1.NC1C(C(OCC)=O)=CN(C2C=CC=CC=2)N=1.[NH2:25][C:26]1[C:30]([C:31]([O:33][CH2:34][CH3:35])=[O:32])=[CH:29][N:28]([CH2:36][C:37]2[CH:42]=[CH:41][CH:40]=[CH:39][CH:38]=2)[N:27]=1, predict the reaction product. The product is: [C:37]1([CH2:36][N:28]2[CH:29]=[C:30]([C:31]([O:33][CH2:34][CH3:35])=[O:32])[C:26]([NH:25][CH:4]3[CH2:5][CH2:6][O:1][CH2:2][CH2:3]3)=[N:27]2)[CH:38]=[CH:39][CH:40]=[CH:41][CH:42]=1. (4) Given the reactants [NH:1]1[C:5]([CH:6]2[CH2:11][CH:10]([C:12]([O:14][CH2:15][CH3:16])=[O:13])[CH2:9][CH2:8][N:7]2[C:17]([O:19][CH2:20][C:21]2[CH:26]=[CH:25][CH:24]=[CH:23][CH:22]=2)=[O:18])=[N:4][N:3]=[N:2]1.IC.[C:29]([O-])([O-])=O.[K+].[K+], predict the reaction product. The product is: [CH3:29][N:3]1[N:2]=[N:1][C:5]([CH:6]2[CH2:11][CH:10]([C:12]([O:14][CH2:15][CH3:16])=[O:13])[CH2:9][CH2:8][N:7]2[C:17]([O:19][CH2:20][C:21]2[CH:22]=[CH:23][CH:24]=[CH:25][CH:26]=2)=[O:18])=[N:4]1.[CH3:29][N:4]1[C:5]([CH:6]2[CH2:11][CH:10]([C:12]([O:14][CH2:15][CH3:16])=[O:13])[CH2:9][CH2:8][N:7]2[C:17]([O:19][CH2:20][C:21]2[CH:22]=[CH:23][CH:24]=[CH:25][CH:26]=2)=[O:18])=[N:1][N:2]=[N:3]1. (5) The product is: [C:1]([O:5][C:6]([N:8]1[CH2:13][CH2:12][N:11]([C:14]2[CH:15]=[CH:16][C:17]([O:20][CH2:40][CH2:41][CH2:42][OH:43])=[CH:18][CH:19]=2)[C@@H:10]([CH2:21][O:22][C:23]2[CH:32]=[CH:31][C:30]3[C:25](=[CH:26][CH:27]=[CH:28][CH:29]=3)[CH:24]=2)[CH2:9]1)=[O:7])([CH3:4])([CH3:2])[CH3:3]. Given the reactants [C:1]([O:5][C:6]([N:8]1[CH2:13][CH2:12][N:11]([C:14]2[CH:19]=[CH:18][C:17]([OH:20])=[CH:16][CH:15]=2)[C@@H:10]([CH2:21][O:22][C:23]2[CH:32]=[CH:31][C:30]3[C:25](=[CH:26][CH:27]=[CH:28][CH:29]=3)[CH:24]=2)[CH2:9]1)=[O:7])([CH3:4])([CH3:3])[CH3:2].C(=O)([O-])[O-].[K+].[K+].Br[CH2:40][CH2:41][CH2:42][OH:43], predict the reaction product. (6) Given the reactants C(OC([NH:8][C:9]1[N:14]=[CH:13][C:12]([CH2:15][CH:16]([CH2:20][P:21]([OH:32])([CH2:23][CH2:24][CH2:25][C:26]2[CH:31]=[CH:30][CH:29]=[CH:28][CH:27]=2)=[O:22])[C:17]([OH:19])=[O:18])=[CH:11][CH:10]=1)=O)(C)(C)C, predict the reaction product. The product is: [NH2:8][C:9]1[N:14]=[CH:13][C:12]([CH2:15][CH:16]([CH2:20][P:21]([OH:32])([CH2:23][CH2:24][CH2:25][C:26]2[CH:27]=[CH:28][CH:29]=[CH:30][CH:31]=2)=[O:22])[C:17]([OH:19])=[O:18])=[CH:11][CH:10]=1. (7) Given the reactants Br[C:2]1[CH:3]=[C:4]([NH:9][C:10]2[N:15]=[C:14]([CH:16]([CH3:18])[CH3:17])[CH:13]=[CH:12][N:11]=2)[CH:5]=[C:6]([CH3:8])[CH:7]=1.[B:19]1([B:19]2[O:23][C:22]([CH3:25])([CH3:24])[C:21]([CH3:27])([CH3:26])[O:20]2)[O:23][C:22]([CH3:25])([CH3:24])[C:21]([CH3:27])([CH3:26])[O:20]1.C([O-])(=O)C.[K+], predict the reaction product. The product is: [CH3:8][C:6]1[CH:5]=[C:4]([NH:9][C:10]2[N:15]=[C:14]([CH:16]([CH3:18])[CH3:17])[CH:13]=[CH:12][N:11]=2)[CH:3]=[C:2]([B:19]2[O:23][C:22]([CH3:25])([CH3:24])[C:21]([CH3:27])([CH3:26])[O:20]2)[CH:7]=1.